Dataset: NCI-60 drug combinations with 297,098 pairs across 59 cell lines. Task: Regression. Given two drug SMILES strings and cell line genomic features, predict the synergy score measuring deviation from expected non-interaction effect. (1) Drug 1: CC1=C(N=C(N=C1N)C(CC(=O)N)NCC(C(=O)N)N)C(=O)NC(C(C2=CN=CN2)OC3C(C(C(C(O3)CO)O)O)OC4C(C(C(C(O4)CO)O)OC(=O)N)O)C(=O)NC(C)C(C(C)C(=O)NC(C(C)O)C(=O)NCCC5=NC(=CS5)C6=NC(=CS6)C(=O)NCCC[S+](C)C)O. Drug 2: C1=CC=C(C(=C1)C(C2=CC=C(C=C2)Cl)C(Cl)Cl)Cl. Cell line: RPMI-8226. Synergy scores: CSS=2.52, Synergy_ZIP=14.8, Synergy_Bliss=28.5, Synergy_Loewe=-0.514, Synergy_HSA=7.32. (2) Drug 1: C1=CC(=C2C(=C1NCCNCCO)C(=O)C3=C(C=CC(=C3C2=O)O)O)NCCNCCO. Drug 2: CC=C1C(=O)NC(C(=O)OC2CC(=O)NC(C(=O)NC(CSSCCC=C2)C(=O)N1)C(C)C)C(C)C. Cell line: IGROV1. Synergy scores: CSS=81.7, Synergy_ZIP=7.65, Synergy_Bliss=5.78, Synergy_Loewe=4.61, Synergy_HSA=9.05.